Dataset: Catalyst prediction with 721,799 reactions and 888 catalyst types from USPTO. Task: Predict which catalyst facilitates the given reaction. (1) Reactant: [Cl:1][C:2]1[C:7]([O:8][CH2:9][CH3:10])=[CH:6][C:5]([CH2:11][OH:12])=[CH:4][C:3]=1[N:13]1[CH2:18][CH2:17][S:16](=[O:20])(=[O:19])[CH2:15][CH2:14]1. Product: [Cl:1][C:2]1[C:7]([O:8][CH2:9][CH3:10])=[CH:6][C:5]([CH:11]=[O:12])=[CH:4][C:3]=1[N:13]1[CH2:14][CH2:15][S:16](=[O:20])(=[O:19])[CH2:17][CH2:18]1. The catalyst class is: 725. (2) Reactant: [F:1][C:2]1[CH:7]=[CH:6][C:5]([N:8]2[C:12]([C:13]3[CH:23]=[CH:22][C:16]4[O:17][CH2:18][C:19](=[O:21])[NH:20][C:15]=4[CH:14]=3)=[CH:11][C:10](/[CH:24]=[CH:25]/[C:26]([O:28][CH3:29])=[O:27])=[N:9]2)=[CH:4][CH:3]=1. Product: [F:1][C:2]1[CH:7]=[CH:6][C:5]([N:8]2[C:12]([C:13]3[CH:23]=[CH:22][C:16]4[O:17][CH2:18][C:19](=[O:21])[NH:20][C:15]=4[CH:14]=3)=[CH:11][C:10]([CH2:24][CH2:25][C:26]([O:28][CH3:29])=[O:27])=[N:9]2)=[CH:4][CH:3]=1. The catalyst class is: 19. (3) Reactant: [C:1]1([NH2:11])[C:10]2[C:5](=[CH:6][CH:7]=[CH:8][CH:9]=2)[CH:4]=[CH:3][CH:2]=1.[C:12]1(=O)[O:17][C:15](=[O:16])[CH2:14][CH2:13]1.CN1CCOCC1. Product: [C:1]1([N:11]2[C:15](=[O:16])[CH2:14][CH2:13][C:12]2=[O:17])[C:10]2[C:5](=[CH:6][CH:7]=[CH:8][CH:9]=2)[CH:4]=[CH:3][CH:2]=1. The catalyst class is: 12. (4) Product: [CH3:1][C:2]1[CH:19]=[CH:18][CH:17]=[C:16]([CH3:20])[C:3]=1[CH2:4][O:5][C:6]1[CH:7]=[C:8]([CH2:12][C:13]([NH2:28])=[O:14])[CH:9]=[CH:10][CH:11]=1. Reactant: [CH3:1][C:2]1[CH:19]=[CH:18][CH:17]=[C:16]([CH3:20])[C:3]=1[CH2:4][O:5][C:6]1[CH:7]=[C:8]([CH2:12][C:13](O)=[O:14])[CH:9]=[CH:10][CH:11]=1.F[P-](F)(F)(F)(F)F.[N:28]1(O[P+](N(C)C)(N(C)C)N(C)C)C2C=CC=CC=2N=N1.C(N(CC)CC)C.N. The catalyst class is: 3.